From a dataset of Human Reference Interactome with 51,813 positive PPI pairs across 8,248 proteins, plus equal number of experimentally-validated negative pairs. Binary Classification. Given two protein amino acid sequences, predict whether they physically interact or not. (1) Protein 1 (ENSG00000122970) has sequence MSDQIKFIMDSLNKEPFRKNYNLITFDSLEPMQLLQVLSDVLAEIDPKQLVDIREEMPEQTAKRMLSLLGILKYKPSGNATDMSTFRQGLVIGSKPVIYPVLHWLLQRTNELKKRAYLARFLIKLEVPSEFLQDETVADTNKQYEELMEAFKTLHKEYEQLKISGFSTAEIRKDISAMEEEKDQLIKRVEHLKKRVETAQNHQWMLKIARQLRVEKEREEYLAQQKQEQKNQLFHAVQRLQRVQNQLKSMRQAAADAKPESLMKRLEEEIKFNLYMVTEKFPKELENKKKELHFLQKVVS.... Protein 2 (ENSG00000170412) has sequence MYPTRGVGYETILKEQKGQSMFVENKAFSMDEPVAAKRPVSPYSGYNGQLLTSVYQPTEMALMHKVPSEGAYDIILPRATANSQVMGSANSTLRAEDMYSAQSHQAATPPKDGKNSQVFRNPYVWD*MAIHKALVMCLGLPLFLFPGAWAQGHVPPGCSQGLNPLYYNLCDRSGAWGIVLEAVAGAGIVTTFVLTIILVASLPFVQDTKKRSLLGTQVFFLLGTLGLFCLVFACVVKPDFSTCASRRFLFGVLFAICFSCLAAHVFALNFLARKNHGPRGWVIFTVALLLTLVEVIINTE.... Result: 0 (the proteins do not interact). (2) Protein 1 (ENSG00000124496) has sequence MGDQQLYKTNHVAHGSENLFYQQPPLGVHSGLNHNYGNAVTGGGMDAPQASPISPHFPQDTRDGLGLPVGSKNLGQMDTSRQGGWGSHAGPGNHVQLRGNLANSNMMWGAPAQAEPTDGYQYTYSQASEIRTQKLTSGVLHKLDSFTQVFANQNLRIQVNNMAQVLHTQSAVMDGAPDSALRQLLSQKPMEPPAPAIPSRYQQVPQQPHPGFTGGLSKPALQVGQHPTQGHLYYDYQQPLAQVPVQGGQPLQAPQMLSQHMQQMQQHQYYPPQQQQQAGQQRISMQEIQTQPQQIRPSQP.... Protein 2 (ENSG00000176714) has sequence MTDLNKHIKQAQTQRKQLLEESRELHREKLLVQAENRFFLEYLTNKTEEYTEQPEKVWNSYLQKSGEIERRRQESASRYAEQISVLKTALLQKENIQSSLKRKLQAMRDIAILKEKQEKEIQTLQEETKKVQAETASKTREVQAQLLQEKRLLEKQLSEPDRRLLGKRKRRELNMKAQALKLAAKRFIFEYSCGINRENQQFKKELLQLIEQAQKLTATQSHLENRKQQLQQEQWYLESLIQARQRLQGSHNQCLNRQDVPKTTPSLPQGTKSRINPK*MGSRGQGSHSKKTRSMPVILS.... Result: 0 (the proteins do not interact). (3) Protein 1 (ENSG00000103479) has sequence MPSGGDQSPPPPPPPPAAAASDEEEEDDGEAEDAAPPAESPTPQIQQRFDELCSRLNMDEAARAEAWDSYRSMSESYTLEGNDLHWLACALYVACRKSVPTVSKGTVEGNYVSLTRILKCSEQSLIEFFNKMKKWEDMANLPPHFRERTERLERNFTVSAVIFKKYEPIFQDIFKYPQEEQPRQQRGRKQRRQPCTVSEIFHFCWVLFIYAKGNFPMISDDLVNSYHLLLCALDLVYGNALQCSNRKELVNPNFKGLSEDFHAKDSKPSSDPPCIIEKLCSLHDGLVLEAKGIKEHFWKP.... Protein 2 (ENSG00000117395) has sequence MDTPPLSDSESESDESLVTDRELQDAFSRGLLKPGLNVVLEGPKKAVNDVNGLKQCLAEFKRDLEWVERLDVTLGPVPEIGGSEAPAPQNKDQKAVDPEDDFQREMSFYRQAQAAVLAVLPRLHQLKVPTKRPTDYFAEMAKSDLQMQKIRQKLQTKQAAMERSEKAKQLRALRKYGKKVQTEVLQKRQQEKAHMMNAIKKYQKGFSDKLDFLEGDQKPLAQRKKAGAKGQQMRKGPSAKRRYKNQKFGFGGKKKGSKWNTRESYDDVSSFRAKTAHGRGLKRPGKKGSNKRPGKRTREK.... Result: 0 (the proteins do not interact). (4) Protein 1 (ENSG00000197782) has sequence MVHGSVTFRDVAIDFSQEEWECLQPDQRTLYRDVMLENYSHLISLGSSISKPDVITLLEQEKEPWMVVRKETSRRYPDLELKYGPEKVSPENDTSEVNLPKQVIKQISTTLGIEAFYFRNDSEYRQFEGLQGYQEGNINQKMISYEKLPTHTPHASLICNTHKPYECKECGKYFSRSANLIQHQSIHTGEKPFECKECGKAFRLHIQFTRHQKFHTGEKPFECNECGKAFSLLTLLNRHKNIHTGEKLFECKECGKSFNRSSNLVQHQSIHSGVKPYECKECGKGFNRGAHLIQHQKIHS.... Protein 2 (ENSG00000146192) has sequence MKGASEEKLASVSNLVTVFENSRTPEAAPRGQRLEDVHHRPECRPPESPGPREKTNVGEAVGSEPRTVSRRYLNSLKNKLSSEAWRKSCQPVTLSGSGTQEPEKKIVQELLETEQAYVARLHLLDQVFFQELLKTARSSKAFPEDVVRVIFSNISSIYQFHSQFFLPELQRRLDDWTANPRIGDVIQKLAPFLKMYSEYVKNFERAAELLATWTDKSPLFQEVLTRIQSSEASGSLTLQHHMLEPVQRIPRYELLLKEYIQKLPAQAPDQADAQKALDMIFSAAQHSNAAITEMERLQDL.... Result: 0 (the proteins do not interact). (5) Protein 1 (ENSG00000171481) has sequence MGMSNLTRLSEFILLGLSSRSEDQRPLFALFLIIYLVTLMGNLLIILAIHSDPRLQNPMYFFLSILSFADICYTTVIVPKMLVNFLSEKKTISYAECLAQMYFFLVFGNIDSYLLAAMAINRCVAICNPFHYVTVMNRRCCVLLLAFPITFSYFHSLLHVLLVNRLTFCTSNVIHHFFCDVNPVLKLSCSSTFVNEIVAMTEGLASVMAPFVCIIISYLRILIAVLKIPSAAGKHKAFSTCSSHLTVVILFYGSISYVYLQPLSSYTVKDRIATINYTVLTSVLNPFIYSLRNKDMKRGL.... Protein 2 (ENSG00000125740) has sequence MFQAFPGDYDSGSRCSSSPSAESQYLSSVDSFGSPPTAAASQECAGLGEMPGSFVPTVTAITTSQDLQWLVQPTLISSMAQSQGQPLASQPPVVDPYDMPGTSYSTPGMSGYSSGGASGSGGPSTSGTTSGPGPARPARARPRRPREETLTPEEEEKRRVRRERNKLAAAKCRNRRRELTDRLQAETDQLEEEKAELESEIAELQKEKERLEFVLVAHKPGCKIPYEEGPGPGPLAEVRDLPGSAPAKEDGFSWLLPPPPPPPLPFQTSQDAPPNLTASLFTHSEVQVLGDPFPVVNPSY.... Result: 0 (the proteins do not interact). (6) Protein 1 (ENSG00000167995) has sequence MTITYTSQVANARLGSFSRLLLCWRGSIYKLLYGEFLIFLLCYYIIRFIYRLALTEEQQLMFEKLTLYCDSYIQLIPISFVLGFYVTLVVTRWWNQYENLPWPDRLMSLVSGFVEGKDEQGRLLRRTLIRYANLGNVLILRSVSTAVYKRFPSAQHLVQAGFMTPAEHKQLEKLSLPHNMFWVPWVWFANLSMKAWLGGRIRDPILLQSLLNEMNTLRTQCGHLYAYDWISIPLVYTQVVTVAVYSFFLTCLVGRQFLNPAKAYPGHELDLVVPVFTFLQFFFYVGWLKVAEQLINPFGE.... Protein 2 (ENSG00000233816) has sequence MASPFALLMALVVLSCKSSCSLGCDLPETHSLDNRRTLMLLAQMSRISPSSCLMDRHDFGFPQEEFDGNQFQKAPAISVLHELIQQIFNLFTTKDSSAAWDEDLLDKFCTELYQQLNDLEACVMQEERVGETPLMNADSILAVKKYFRRITLYLTEKKYSPCAWEVVRAEIMRSLSLSTNLQERLRRKE*MMASPFALLMALVVLSCKSSCSLGCDLPETHSLDNRRTLMLLAQMSRISPSSCLMDRHDFGFPQEEFDGNQFQKAPAISVLHELIQQIFNLFTTKDSSAAWDEDLLDKFC.... Result: 0 (the proteins do not interact). (7) Protein 1 (ENSG00000175787) has sequence MSPGLLTTRKEALMAFRDVAVAFTQKEWKLLSSAQRTLYREVMLENYSHLVSLGIAFSKPKLIEQLEQGDEPWREENEHLLDLCPAQTPSSWLLHKQQAEQMFLRQGLIGLSWSKSKGAAPKKGR*MSPGLLTTRKEALMAFRDVAVAFTQKEWKLLSSAQRTLYREVMLENYSHLVSLGIAFSKPKLIEQLEQGDEPWREENEHLLDLCPEPRTEFQPSFPHLVAFSSSQLLRQYALSGHPTQIFPSSSAGGDFQLEAPRCSSEKGESGETEGPDSSLRKRPSRISRTFFSPHQGDPVE.... Protein 2 (ENSG00000145569) has sequence MAATRSPTRARERERSGAPAAGSDQVHSWMLATSQALDTVWRMAKGFVMLAVSFLVAAICYFRRLHLYSGHKLKWWIGYLQRKFKRNLSVEAEVDLLSYCAREWKGETPRNKLMRKAYEELFWRHHIKCVRQVRRDNYDALRSVLFQIFSQGISFPSWMKEKDIVKLPEKLLFSQGCNWIQQYSFGPEKYTGSNVFGKLRKYVELLKTQWTEFNGIRDYHKRGSMCNTLFSDAILEYKLYEALKFIMLYQVTEVYEQMKTKKVIPSLFRLLFSRETSSDPLSFMMNHLNSVGDTCGLEQI.... Result: 0 (the proteins do not interact). (8) Protein 1 (ENSG00000173464) has sequence METFPLLLLSLGLVLAEASESTMKIIKEEFTDEEMQYDMAKSGQEKQTIEILMNPILLVKNTSLSMSKDDMSSTLLTFRSLHYNDPKGNSSGNDKECCNDMTVWRKVSEANGSCKWSNNFIRSSTEVMRRVHRAPSCKFVQNPMETFPLLLLSLGLVLAEASESTMKIIKEEFTDEEMQYDMAKSGQEKQTIEILMNPILLVKNTSLSMSKDDMSSTLLTFRSLHYNDPKGNSSGNDKECCNDMTVWRKVSEANGSCKWSNNFIRSSTEVMRRVHRAPSCKFVQNPGISCCESLELENTV.... Protein 2 (ENSG00000152270) has sequence MRRDERDAKAMRSLQPPDGAGSPPESLRNGYVKSCVSPLRQDPPRGFFFHLCRFCNVELRPPPASPQQPRRCSPFCRARLSLGALAAFVLALLLGAEPESWAAGAAWLRTLLSVCSHSLSPLFSIACAFFFLTCFLTRTKRGPGPGRSCGSWWLLALPACCYLGDFLVWQWWSWPWGDGDAGSAAPHTPPEAAAGRLLLVLSCVGLLLTLAHPLRLRHCVLVLLLASFVWWVSFTSLGSLPSALRPLLSGLVGGAGCLLALGLDHFFQIREAPLHPRLSSAAEEKVPVIRPRRRSSCVSL.... Result: 0 (the proteins do not interact).